Dataset: Catalyst prediction with 721,799 reactions and 888 catalyst types from USPTO. Task: Predict which catalyst facilitates the given reaction. (1) Reactant: COC1C=CC(C[N:8]2[CH:16]=[N:15][C:14]3[C:9]2=[N:10][CH:11]=[N:12][C:13]=3[C:17]2[C:18]([NH:23][C:24]3[C:25]([CH3:43])=[CH:26][CH:27]=[C:28]4[C:33]=3[N:32]=[CH:31][N:30]=[C:29]4[NH:34][C:35]3[CH:42]=[CH:41][C:38]([C:39]#[N:40])=[CH:37][CH:36]=3)=[N:19][CH:20]=[CH:21][CH:22]=2)=CC=1. Product: [N:12]1[C:13]([C:17]2[C:18]([NH:23][C:24]3[C:25]([CH3:43])=[CH:26][CH:27]=[C:28]4[C:33]=3[N:32]=[CH:31][N:30]=[C:29]4[NH:34][C:35]3[CH:36]=[CH:37][C:38]([C:39]#[N:40])=[CH:41][CH:42]=3)=[N:19][CH:20]=[CH:21][CH:22]=2)=[C:14]2[C:9]([NH:8][CH:16]=[N:15]2)=[N:10][CH:11]=1. The catalyst class is: 67. (2) Reactant: [C:1]([O:5][C:6]([N:8]1[CH2:13][CH:12]=[C:11]([C:14]2[NH:23][C:17]3[N:18]=[CH:19][N:20]=[C:21](Cl)[C:16]=3[CH:15]=2)[CH2:10][CH2:9]1)=[O:7])([CH3:4])([CH3:3])[CH3:2].[Cl:24][C:25]1[CH:26]=[C:27]([NH2:38])[CH:28]=[C:29]([N:31]2[CH2:36][CH2:35][N:34]([CH3:37])[CH2:33][CH2:32]2)[CH:30]=1.FC(F)(F)C(O)=O.C(=O)(O)[O-].[Na+].C(OC(OC(OC(C)(C)C)=O)=O)(C)(C)C. Product: [C:1]([O:5][C:6]([N:8]1[CH2:13][CH:12]=[C:11]([C:14]2[NH:23][C:17]3[N:18]=[CH:19][N:20]=[C:21]([NH:38][C:27]4[CH:28]=[C:29]([N:31]5[CH2:36][CH2:35][N:34]([CH3:37])[CH2:33][CH2:32]5)[CH:30]=[C:25]([Cl:24])[CH:26]=4)[C:16]=3[CH:15]=2)[CH2:10][CH2:9]1)=[O:7])([CH3:3])([CH3:2])[CH3:4]. The catalyst class is: 3. (3) Reactant: Br[CH2:2][CH2:3][N:4]1[C:8]([C:9]([O:11]C)=O)=[CH:7][C:6]([C:13]([F:16])([F:15])[F:14])=[N:5]1.CC[N:19](C(C)C)C(C)C.[CH3:26][C:27]([S:32]([C:35]1[CH:40]=[CH:39][CH:38]=[C:37]([C:41]([F:44])([F:43])[F:42])[CH:36]=1)(=[O:34])=[O:33])([CH3:31])[CH2:28][CH2:29][NH2:30]. Product: [CH3:31][C:27]([S:32]([C:35]1[CH:40]=[CH:39][CH:38]=[C:37]([C:41]([F:43])([F:44])[F:42])[CH:36]=1)(=[O:34])=[O:33])([CH3:26])[CH2:28][CH2:29][N:30]1[CH2:2][CH2:3][N:4]2[NH:5][C:6]([C:13]([F:16])([F:15])[F:14])([NH2:19])[CH:7]=[C:8]2[C:9]1=[O:11]. The catalyst class is: 3. (4) Reactant: [Li+].[OH-].C([O:5][C:6](=[O:41])[CH2:7][C@H:8]([NH:12][C:13]([C:15]1[CH:20]=[CH:19][C:18]([C:21]2[CH:26]=[CH:25][CH:24]=[C:23]([F:27])[CH:22]=2)=[CH:17][C:16]=1[NH:28][C:29]([NH:31][C:32]1[C:37]([CH3:38])=[CH:36][C:35]([CH3:39])=[CH:34][C:33]=1[CH3:40])=[O:30])=[O:14])[C:9]([OH:11])=[O:10])C. Product: [F:27][C:23]1[CH:22]=[C:21]([C:18]2[CH:19]=[CH:20][C:15]([C:13]([NH:12][C@H:8]([C:9]([OH:11])=[O:10])[CH2:7][C:6]([OH:41])=[O:5])=[O:14])=[C:16]([NH:28][C:29]([NH:31][C:32]3[C:33]([CH3:40])=[CH:34][C:35]([CH3:39])=[CH:36][C:37]=3[CH3:38])=[O:30])[CH:17]=2)[CH:26]=[CH:25][CH:24]=1. The catalyst class is: 776.